Dataset: Catalyst prediction with 721,799 reactions and 888 catalyst types from USPTO. Task: Predict which catalyst facilitates the given reaction. (1) Reactant: Br[CH2:2][C:3]1[CH:4]=[C:5]([C:9]2[CH:14]=[CH:13][CH:12]=[CH:11][CH:10]=2)[CH:6]=[CH:7][CH:8]=1.C(=O)([O-])[O-].[K+].[K+].[C:21]([OH:25])(=[O:24])[CH:22]=[CH2:23].C(=O)=O. Product: [C:21]([O:25][CH2:2][C:3]1[CH:8]=[CH:7][CH:6]=[C:5]([C:9]2[CH:14]=[CH:13][CH:12]=[CH:11][CH:10]=2)[CH:4]=1)(=[O:24])[CH:22]=[CH2:23]. The catalyst class is: 9. (2) Reactant: [C:1]([NH:5][C:6]1[CH:11]=[CH:10][CH:9]=[CH:8][C:7]=1[N+:12]([O-])=O)([CH3:4])([CH3:3])[CH3:2].[BH4-].[Na+].CO. Product: [C:1]([NH:5][C:6]1[C:7]([NH2:12])=[CH:8][CH:9]=[CH:10][CH:11]=1)([CH3:4])([CH3:2])[CH3:3]. The catalyst class is: 304. (3) Product: [Br:5][C:6]1[CH:25]=[CH:24][CH:23]=[CH:22][C:7]=1[O:8][C:9]1[CH:18]=[C:17]([N+:19]([O-:21])=[O:20])[CH:16]=[CH:15][C:10]=1[C:11]([OH:13])=[O:12]. The catalyst class is: 4. Reactant: CO.[OH-].[Na+].[Br:5][C:6]1[CH:25]=[CH:24][CH:23]=[CH:22][C:7]=1[O:8][C:9]1[CH:18]=[C:17]([N+:19]([O-:21])=[O:20])[CH:16]=[CH:15][C:10]=1[C:11]([O:13]C)=[O:12]. (4) Reactant: C(OC(=O)[N:7]([C@@H:19]1[C@@H:24]([OH:25])[C@H:23]([CH2:26][C:27]2[CH:32]=[C:31]([F:33])[C:30]([NH2:34])=[C:29]([Br:35])[CH:28]=2)[CH2:22][S:21](=[O:37])(=[O:36])[CH2:20]1)[CH2:8][C:9]1[CH:14]=[CH:13][CH:12]=[C:11]([C:15]([CH3:18])([CH3:17])[CH3:16])[CH:10]=1)(C)(C)C.[ClH:39]. Product: [ClH:39].[NH2:34][C:30]1[C:31]([F:33])=[CH:32][C:27]([CH2:26][C@H:23]2[C@H:24]([OH:25])[C@@H:19]([NH:7][CH2:8][C:9]3[CH:14]=[CH:13][CH:12]=[C:11]([C:15]([CH3:18])([CH3:16])[CH3:17])[CH:10]=3)[CH2:20][S:21](=[O:37])(=[O:36])[CH2:22]2)=[CH:28][C:29]=1[Br:35]. The catalyst class is: 12. (5) The catalyst class is: 3. Reactant: [CH:1]1([C:6]([OH:8])=O)[CH2:5][CH2:4][CH2:3][CH2:2]1.CCN(C(C)C)C(C)C.CCN=C=NCCCN(C)C.Cl.C1C=CC2N(O)N=NC=2C=1.[C:40]([C:42]1[CH:43]=[C:44]([CH:63]=[CH:64][CH:65]=1)[C:45]([NH:47][C:48]1[CH:49]=[C:50]2[C:54](=[CH:55][CH:56]=1)[N:53]([CH3:57])[CH:52]=[C:51]2[CH:58]1[CH2:62][CH2:61][NH:60][CH2:59]1)=[O:46])#[N:41]. Product: [C:40]([C:42]1[CH:43]=[C:44]([CH:63]=[CH:64][CH:65]=1)[C:45]([NH:47][C:48]1[CH:49]=[C:50]2[C:54](=[CH:55][CH:56]=1)[N:53]([CH3:57])[CH:52]=[C:51]2[CH:58]1[CH2:62][CH2:61][N:60]([C:6]([CH:1]2[CH2:2][CH2:3][CH2:4][CH2:5]2)=[O:8])[CH2:59]1)=[O:46])#[N:41]. (6) Reactant: [CH3:1][N:2]1[CH:7]=[CH:6][CH:5]=[C:4]([CH3:8])[C:3]1=[O:9].[Br:10]N1C(=O)CCC1=O.C(OOC(=O)C1C=CC=CC=1)(=O)C1C=CC=CC=1. Product: [Br:10][CH2:8][C:4]1[C:3](=[O:9])[N:2]([CH3:1])[CH:7]=[CH:6][CH:5]=1. The catalyst class is: 53. (7) Reactant: [Br:1][C:2]1[CH:3]=[C:4]([NH2:9])[C:5]([NH2:8])=[N:6][CH:7]=1.CO[CH:12]1[CH2:16][CH2:15][CH:14](OC)O1.O.[OH-].[Na+]. Product: [Br:1][C:2]1[CH:3]=[C:4]([N:9]2[CH:12]=[CH:16][CH:15]=[CH:14]2)[C:5]([NH2:8])=[N:6][CH:7]=1. The catalyst class is: 52. (8) Reactant: [CH2:1]([O:3][C:4](=[O:14])[CH2:5][NH:6][CH2:7][C:8]1[CH:13]=[CH:12][CH:11]=[CH:10][CH:9]=1)[CH3:2].C([O:17][C:18](=[O:24])[CH2:19][CH2:20][CH2:21][CH2:22]Br)C.C(=O)([O-])[O-].[K+].[K+]. Product: [CH2:7]([N:6]([CH2:5][C:4]([O:3][CH2:1][CH3:2])=[O:14])[CH2:22][CH2:21][CH2:20][CH2:19][C:18]([OH:24])=[O:17])[C:8]1[CH:13]=[CH:12][CH:11]=[CH:10][CH:9]=1. The catalyst class is: 9.